This data is from Forward reaction prediction with 1.9M reactions from USPTO patents (1976-2016). The task is: Predict the product of the given reaction. (1) Given the reactants [OH:1][C:2]([C:35]1[N:39]([CH3:40])[CH:38]=[N:37][CH:36]=1)([CH:29]1[CH2:34][CH2:33][NH:32][CH2:31][CH2:30]1)[C:3]1[CH:4]=[C:5]2[C:10](=[CH:11][CH:12]=1)[N:9]=[C:8]([C:13]([F:16])([F:15])[F:14])[C:7]([C:17]([N:19]1[CH2:24][CH2:23][CH2:22][CH2:21][CH2:20]1)=[O:18])=[C:6]2[C:25]([F:28])([F:27])[F:26].CN1C(C2(C(F)(F)F)[C:56]([C:57](N3CCCCC3)=[O:58])=C(C(F)(F)F)C3C(=CC=C(C(C4CCNCC4)=O)C=3)N2)=CN=C1.C(OC(=O)C)(=O)C.CN1C(C2(C(F)(F)F)C(C(N3CCCCC3)=O)=C(C(F)(F)F)C3C(=CC=C(C(C4CCN(C(=O)C)CC4)=O)C=3)N2)=CN=C1, predict the reaction product. The product is: [OH:1][C:2]([C:35]1[N:39]([CH3:40])[CH:38]=[N:37][CH:36]=1)([C:3]1[CH:4]=[C:5]2[C:10](=[CH:11][CH:12]=1)[N:9]=[C:8]([C:13]([F:15])([F:16])[F:14])[C:7]([C:17]([N:19]1[CH2:24][CH2:23][CH2:22][CH2:21][CH2:20]1)=[O:18])=[C:6]2[C:25]([F:27])([F:28])[F:26])[CH:29]1[CH2:34][CH2:33][N:32]([C:57](=[O:58])[CH3:56])[CH2:31][CH2:30]1. (2) Given the reactants [Br:1][C:2]1[C:3](Cl)=[N:4][CH:5]=[C:6]([CH:21]=1)[C:7]([NH:9][C:10]1[CH:15]=[CH:14][C:13]([O:16][C:17]([F:20])([F:19])[CH3:18])=[CH:12][CH:11]=1)=[O:8].[NH:23]1[CH2:27][CH2:26][C@@H:25]([OH:28])[CH2:24]1, predict the reaction product. The product is: [Br:1][C:2]1[C:3]([N:23]2[CH2:27][CH2:26][C@@H:25]([OH:28])[CH2:24]2)=[N:4][CH:5]=[C:6]([CH:21]=1)[C:7]([NH:9][C:10]1[CH:15]=[CH:14][C:13]([O:16][C:17]([F:20])([F:19])[CH3:18])=[CH:12][CH:11]=1)=[O:8].